The task is: Predict the reactants needed to synthesize the given product.. This data is from Full USPTO retrosynthesis dataset with 1.9M reactions from patents (1976-2016). The reactants are: [F:1][C:2]1([F:26])[CH2:8][O:7][CH2:6][C:5]([NH2:9])=[N:4][C@@:3]21[C:18]1[C:13](=[CH:14][CH:15]=[C:16]([NH2:19])[CH:17]=1)[O:12][CH:11]([C:20]1[CH:25]=[CH:24][CH:23]=[CH:22][CH:21]=1)[CH2:10]2.[C:27]([C:29]1[CH:30]=[CH:31][C:32]([C:35](O)=[O:36])=[N:33][CH:34]=1)#[N:28]. Given the product [NH2:9][C:5]1[CH2:6][O:7][CH2:8][C:2]([F:1])([F:26])[C@@:3]2([C:18]3[C:13](=[CH:14][CH:15]=[C:16]([NH:19][C:35](=[O:36])[C:32]4[CH:31]=[CH:30][C:29]([C:27]#[N:28])=[CH:34][N:33]=4)[CH:17]=3)[O:12][CH:11]([C:20]3[CH:25]=[CH:24][CH:23]=[CH:22][CH:21]=3)[CH2:10]2)[N:4]=1, predict the reactants needed to synthesize it.